This data is from Peptide-MHC class II binding affinity with 134,281 pairs from IEDB. The task is: Regression. Given a peptide amino acid sequence and an MHC pseudo amino acid sequence, predict their binding affinity value. This is MHC class II binding data. (1) The peptide sequence is LNKIVRMYSPVSILDI. The MHC is DRB4_0101 with pseudo-sequence DRB4_0103. The binding affinity (normalized) is 0.702. (2) The peptide sequence is AFKVAATAANAAPPN. The MHC is DRB1_0401 with pseudo-sequence DRB1_0401. The binding affinity (normalized) is 0.333. (3) The peptide sequence is CKRTYSDRGWGNGCG. The MHC is HLA-DQA10201-DQB10303 with pseudo-sequence HLA-DQA10201-DQB10303. The binding affinity (normalized) is 0. (4) The peptide sequence is PDKFLANVSTVLTGK. The MHC is DRB1_0101 with pseudo-sequence DRB1_0101. The binding affinity (normalized) is 0.855. (5) The binding affinity (normalized) is 0.332. The MHC is HLA-DQA10101-DQB10501 with pseudo-sequence HLA-DQA10101-DQB10501. The peptide sequence is IRALVGDEVELPCRI. (6) The peptide sequence is KTKNKTNWKQTWTFK. The MHC is DRB3_0202 with pseudo-sequence DRB3_0202. The binding affinity (normalized) is 0.370. (7) The peptide sequence is SQDLELSWNLNGLQYY. The MHC is HLA-DQA10301-DQB10302 with pseudo-sequence HLA-DQA10301-DQB10302. The binding affinity (normalized) is 0.0662.